Dataset: Forward reaction prediction with 1.9M reactions from USPTO patents (1976-2016). Task: Predict the product of the given reaction. (1) Given the reactants [CH2:1]([N:7]=[C:8]=[O:9])[CH2:2][CH2:3][CH2:4][CH2:5][CH3:6].[Cl:10][C:11]1[CH:16]=[CH:15][C:14]([C:17]2[N:18]=[CH:19][N:20]([CH3:30])[C:21]=2[C:22]2[CH:27]=[CH:26][C:25]([Cl:28])=[CH:24][C:23]=2[Cl:29])=[CH:13][CH:12]=1, predict the reaction product. The product is: [CH2:1]([NH:7][C:8]([C:19]1[N:20]([CH3:30])[C:21]([C:22]2[CH:27]=[CH:26][C:25]([Cl:28])=[CH:24][C:23]=2[Cl:29])=[C:17]([C:14]2[CH:15]=[CH:16][C:11]([Cl:10])=[CH:12][CH:13]=2)[N:18]=1)=[O:9])[CH2:2][CH2:3][CH2:4][CH2:5][CH3:6]. (2) Given the reactants C([O:5][C:6](=[O:43])[C:7]1[CH:12]=[CH:11][CH:10]=[C:9]([CH2:13][CH:14]([NH:28][C:29](=[O:40])[CH2:30][CH:31]2[CH2:36][CH2:35][N:34]([CH2:37][C:38]#[N:39])[CH2:33][CH2:32]2)[B:15]2[O:23]C3C(C)(C4CC(C3)C4(C)C)[O:16]2)[C:8]=1OC)(C)(C)C.B(Cl)(Cl)Cl, predict the reaction product. The product is: [C:38]([CH2:37][N:34]1[CH2:35][CH2:36][CH:31]([CH2:30][C:29]([NH:28][CH:14]2[CH2:13][C:9]3[CH:10]=[CH:11][CH:12]=[C:7]([C:6]([OH:5])=[O:43])[C:8]=3[O:23][B:15]2[OH:16])=[O:40])[CH2:32][CH2:33]1)#[N:39]. (3) Given the reactants [CH:1]1([C:4]#[C:5][C:6]2[C:15]3[N:14]=[C:13]([NH:16][C@H:17]4[CH2:22][CH2:21][CH2:20][N:19](C(OC(C)(C)C)=O)[CH2:18]4)[C:12]4[CH:30]=[CH:31][N:32]=[CH:33][C:11]=4[C:10]=3[C:9](=[O:34])[NH:8][CH:7]=2)[CH2:3][CH2:2]1.FC(F)(F)C(O)=O, predict the reaction product. The product is: [CH:1]1([C:4]#[C:5][C:6]2[C:15]3[N:14]=[C:13]([NH:16][C@H:17]4[CH2:22][CH2:21][CH2:20][NH:19][CH2:18]4)[C:12]4[CH:30]=[CH:31][N:32]=[CH:33][C:11]=4[C:10]=3[C:9](=[O:34])[NH:8][CH:7]=2)[CH2:3][CH2:2]1. (4) Given the reactants C(=O)([O-])[O-].[Cs+].[Cs+].[CH3:7][S:8]([C:11]1[N:12]=[C:13]([O:27][CH2:28][CH2:29][CH3:30])[C:14]2[N:19]=[C:18]([C:20]3[CH:25]=[CH:24][CH:23]=[C:22]([CH3:26])[CH:21]=3)[O:17][C:15]=2[N:16]=1)(=O)=O.SC1[S:33][CH:34]=[CH:35][N:36]=1, predict the reaction product. The product is: [CH2:28]([O:27][C:13]1[C:14]2[N:19]=[C:18]([C:20]3[CH:25]=[CH:24][CH:23]=[C:22]([CH3:26])[CH:21]=3)[O:17][C:15]=2[N:16]=[C:11]([S:8][C:7]2[S:33][CH:34]=[CH:35][N:36]=2)[N:12]=1)[CH2:29][CH3:30]. (5) Given the reactants [CH3:1][N:2]([CH3:17])[C:3]1([C:11]2[CH:16]=[CH:15][CH:14]=[CH:13][CH:12]=2)[CH2:8][CH2:7][C:6](=O)[CH:5]([F:10])[CH2:4]1.[NH2:18][CH2:19][CH2:20][C:21]1[C:29]2[C:24](=[CH:25][CH:26]=[CH:27][CH:28]=2)[NH:23][CH:22]=1, predict the reaction product. The product is: [F:10][CH:5]1[C:6]2([C:22]3[NH:23][C:24]4[C:29]([C:21]=3[CH2:20][CH2:19][NH:18]2)=[CH:28][CH:27]=[CH:26][CH:25]=4)[CH2:7][CH2:8][C:3]([C:11]2[CH:16]=[CH:15][CH:14]=[CH:13][CH:12]=2)([N:2]([CH3:17])[CH3:1])[CH2:4]1. (6) The product is: [CH3:89][O:96][C:139](=[O:142])[C@@H:140]([OH:9])[C@H:14]([NH:2][C:1]([O:3][C:4]([CH3:7])([CH3:6])[CH3:5])=[O:8])[C:13]1[CH:16]=[CH:47][CH:48]=[C:49]2[C:15]=1[N:43]=[C:44]([O:51][CH3:52])[CH:45]=[CH:50]2. Given the reactants [C:1](=[O:8])([O:3][C:4]([CH3:7])([CH3:6])[CH3:5])[NH2:2].[OH-:9].[Na+].ClO[C:13]([CH3:16])([CH3:15])[CH3:14].CC[C@@H]1[C@@H]2C[C@H]([C@@H](OC3[C:50]4[C:45](=C[CH:47]=[CH:48][CH:49]=4)[C:44]([O:51][C@@H:52](C4C=CN=C5C=4C=C(OC)C=C5)[C@@H]4N5C[C@H](CC)[C@@H](CC5)C4)=[N:43]N=3)C3C=CN=C4C=3C=C(OC)C=C4)N(CC2)C1.CC[C@H]1[C@H]2C[C@H]([C@H](OC3C4C(=CC=CC=4)C(O[C@H](C4C=CN=C5C=4C=C(OC)C=C5)[C@@H]4N5C[C@H](CC)[C@@H](CC5)C4)=NN=3)C3C=CN=C4C=3C=[C:89]([O:96]C)C=C4)N(CC2)C1.[O-]S([O-])=O.[Na+].[Na+].[CH2:139]([OH:142])[CH2:140]C, predict the reaction product. (7) Given the reactants [CH:1]([NH:3][NH2:4])=[O:2].[CH2:5]([O:7][C:8](=[O:15])[CH2:9][C:10](OCC)=[NH:11])[CH3:6], predict the reaction product. The product is: [CH2:5]([O:7][C:8](=[O:15])[CH2:9][C:10]([NH2:11])=[N:4][NH:3][CH:1]=[O:2])[CH3:6].